Dataset: Forward reaction prediction with 1.9M reactions from USPTO patents (1976-2016). Task: Predict the product of the given reaction. (1) The product is: [Cl:1][C:2]1[CH:7]=[CH:6][N:5]=[C:4]2[CH:8]=[C:9]([C:25]3[CH:30]=[N:29][C:28]([O:31][CH3:32])=[CH:27][CH:26]=3)[S:10][C:3]=12. Given the reactants [Cl:1][C:2]1[CH:7]=[CH:6][N:5]=[C:4]2[CH:8]=[C:9]([Sn](CCCC)(CCCC)CCCC)[S:10][C:3]=12.Br[C:25]1[CH:26]=[CH:27][C:28]([O:31][CH3:32])=[N:29][CH:30]=1, predict the reaction product. (2) The product is: [CH3:13][O:5][C:4](=[O:6])[C:3]1[CH:7]=[C:8]([F:12])[C:9]([F:11])=[CH:10][C:2]=1[F:1]. Given the reactants [F:1][C:2]1[CH:10]=[C:9]([F:11])[C:8]([F:12])=[CH:7][C:3]=1[C:4]([OH:6])=[O:5].[C:13](O)(=O)C, predict the reaction product. (3) Given the reactants Cl[CH2:2][C:3]([NH:5][C:6]1[C:11]([F:12])=[CH:10][C:9]([F:13])=[CH:8][C:7]=1[F:14])=[O:4].[CH2:15]([NH:20][CH2:21][C:22]1[CH:27]=[CH:26][C:25]([C:28]2[CH:33]=[CH:32][CH:31]=[CH:30][C:29]=2[C:34]2[N:38]([C:39]([C:52]3[CH:57]=[CH:56][CH:55]=[CH:54][CH:53]=3)([C:46]3[CH:51]=[CH:50][CH:49]=[CH:48][CH:47]=3)[C:40]3[CH:45]=[CH:44][CH:43]=[CH:42][CH:41]=3)[N:37]=[N:36][N:35]=2)=[CH:24][CH:23]=1)[CH2:16][CH2:17][CH2:18][CH3:19].[I-].[K+].C(N(CC)CC)C, predict the reaction product. The product is: [CH2:15]([N:20]([CH2:2][C:3]([NH:5][C:6]1[C:11]([F:12])=[CH:10][C:9]([F:13])=[CH:8][C:7]=1[F:14])=[O:4])[CH2:21][C:22]1[CH:23]=[CH:24][C:25]([C:28]2[CH:33]=[CH:32][CH:31]=[CH:30][C:29]=2[C:34]2[N:38]([C:39]([C:40]3[CH:41]=[CH:42][CH:43]=[CH:44][CH:45]=3)([C:52]3[CH:53]=[CH:54][CH:55]=[CH:56][CH:57]=3)[C:46]3[CH:47]=[CH:48][CH:49]=[CH:50][CH:51]=3)[N:37]=[N:36][N:35]=2)=[CH:26][CH:27]=1)[CH2:16][CH2:17][CH2:18][CH3:19]. (4) Given the reactants [F:1][C:2]1[CH:3]=[C:4]([C:17](OC)=[O:18])[C:5]2[O:9][C:8]([C:10]3([CH3:15])[O:14][CH2:13][CH2:12][O:11]3)=[CH:7][C:6]=2[CH:16]=1.[H-].[H-].[H-].[H-].[Li+].[Al+3], predict the reaction product. The product is: [F:1][C:2]1[CH:3]=[C:4]([CH2:17][OH:18])[C:5]2[O:9][C:8]([C:10]3([CH3:15])[O:14][CH2:13][CH2:12][O:11]3)=[CH:7][C:6]=2[CH:16]=1. (5) Given the reactants [C@@H:1]1([N:8]2[CH:16]=[N:15][C:14]3[C:9]2=[N:10][C:11]([O:18][CH:19]2[CH2:23][CH2:22][CH2:21][CH2:20]2)=[N:12][C:13]=3[NH2:17])[O:6][C@H:5]([CH3:7])[C@H:3]2[O:4][C@@H:2]12.[N-:24]=[N+:25]=[N-:26].[Na+].[Cl-].[NH4+], predict the reaction product. The product is: [N:24]([C@H:3]1[C@@H:5]([CH3:7])[O:6][C@@H:1]([N:8]2[CH:16]=[N:15][C:14]3[C:9]2=[N:10][C:11]([O:18][CH:19]2[CH2:23][CH2:22][CH2:21][CH2:20]2)=[N:12][C:13]=3[NH2:17])[C@@H:2]1[OH:4])=[N+:25]=[N-:26].